This data is from Forward reaction prediction with 1.9M reactions from USPTO patents (1976-2016). The task is: Predict the product of the given reaction. (1) Given the reactants [CH:1]([C:4]1[CH:9]=[CH:8][CH:7]=[CH:6][C:5]=1[OH:10])([CH3:3])[CH3:2].[Br:11]N1C(=O)CCC1=O, predict the reaction product. The product is: [Br:11][C:8]1[CH:7]=[CH:6][C:5]([OH:10])=[C:4]([CH:1]([CH3:3])[CH3:2])[CH:9]=1. (2) Given the reactants [F:1][C:2]1[CH:3]=[CH:4][C:5]([CH3:23])=[C:6]([NH:8][C:9]2[O:10][C:11]3[CH:17]=[C:16]([CH2:18][C:19]([O:21]C)=[O:20])[CH:15]=[CH:14][C:12]=3[N:13]=2)[CH:7]=1.[OH-].[Na+], predict the reaction product. The product is: [F:1][C:2]1[CH:3]=[CH:4][C:5]([CH3:23])=[C:6]([NH:8][C:9]2[O:10][C:11]3[CH:17]=[C:16]([CH2:18][C:19]([OH:21])=[O:20])[CH:15]=[CH:14][C:12]=3[N:13]=2)[CH:7]=1. (3) Given the reactants C(OC1C=C2C(=CC=1)NC=C2CC[N:20]1[C:28](=[O:29])[C:27]2[C:22](=[CH:23][CH:24]=[CH:25][CH:26]=2)[C:21]1=[O:30])C1C=CC=CC=1.C([Si](OS(C(F)(F)F)(=O)=O)(C(C)C)C(C)C)(C)C.C([O-])(O)=O.[Na+], predict the reaction product. The product is: [C:21]1(=[O:30])[C:22]2[C:27](=[CH:26][CH:25]=[CH:24][CH:23]=2)[C:28](=[O:29])[NH:20]1. (4) Given the reactants [Br:1][C:2]1([C:31]2[CH:36]=[CH:35][C:34]([O:37]C)=[CH:33][CH:32]=2)[C:6]([C:7]2[CH:12]=[CH:11][CH:10]=[CH:9][CH:8]=2)=[C:5]([C:13]2[CH:18]=[CH:17][CH:16]=[CH:15][CH:14]=2)[C:4]([C:19]2[CH:24]=[CH:23][CH:22]=[CH:21][CH:20]=2)=[C:3]1[C:25]1[CH:30]=[CH:29][CH:28]=[CH:27][CH:26]=1, predict the reaction product. The product is: [Br:1][C:2]1([C:31]2[CH:32]=[CH:33][C:34]([OH:37])=[CH:35][CH:36]=2)[C:6]([C:7]2[CH:8]=[CH:9][CH:10]=[CH:11][CH:12]=2)=[C:5]([C:13]2[CH:18]=[CH:17][CH:16]=[CH:15][CH:14]=2)[C:4]([C:19]2[CH:24]=[CH:23][CH:22]=[CH:21][CH:20]=2)=[C:3]1[C:25]1[CH:26]=[CH:27][CH:28]=[CH:29][CH:30]=1. (5) Given the reactants [F:1][C:2]1[CH:33]=[CH:32][C:5]([CH2:6][N:7]2[C:15]3[C:10](=[CH:11][CH:12]=[CH:13][CH:14]=3)[C:9]3[C:16]([C:25]4[CH:30]=[CH:29][C:28]([CH3:31])=[CH:27][CH:26]=4)=[C:17]([CH2:22][C:23]#N)[N:18]([CH3:21])[C:19](=[O:20])[C:8]2=3)=[CH:4][CH:3]=1.[OH-:34].[K+].Cl.[Si](C=[N+]=[N-])(C)(C)C.[CH2:44]([OH:46])C, predict the reaction product. The product is: [F:1][C:2]1[CH:3]=[CH:4][C:5]([CH2:6][N:7]2[C:15]3[C:10](=[CH:11][CH:12]=[CH:13][CH:14]=3)[C:9]3[C:16]([C:25]4[CH:26]=[CH:27][C:28]([CH3:31])=[CH:29][CH:30]=4)=[C:17]([CH2:22][C:23]([O:46][CH3:44])=[O:34])[N:18]([CH3:21])[C:19](=[O:20])[C:8]2=3)=[CH:32][CH:33]=1. (6) Given the reactants [CH2:1]1[CH:6]2[CH2:7][CH2:8][CH2:9][N:5]2[CH2:4][CH2:3][N:2]1[C:10]1[CH:19]=[CH:18][C:13]([C:14]([O:16]C)=O)=[CH:12][CH:11]=1.[NH2:20][C:21]1[N:25](C(OC(C)(C)C)=O)[N:24]=[C:23]([CH2:33][CH2:34][C:35]2[CH:40]=[C:39]([O:41][CH3:42])[CH:38]=[C:37]([O:43][CH3:44])[CH:36]=2)[CH:22]=1.C[Si]([N-][Si](C)(C)C)(C)C.[Na+], predict the reaction product. The product is: [CH2:1]1[CH:6]2[CH2:7][CH2:8][CH2:9][N:5]2[CH2:4][CH2:3][N:2]1[C:10]1[CH:11]=[CH:12][C:13]([C:14]([NH:20][C:21]2[NH:25][N:24]=[C:23]([CH2:33][CH2:34][C:35]3[CH:40]=[C:39]([O:41][CH3:42])[CH:38]=[C:37]([O:43][CH3:44])[CH:36]=3)[CH:22]=2)=[O:16])=[CH:18][CH:19]=1. (7) Given the reactants [Br:1][C:2]1[CH:7]=[CH:6][C:5]([C:8](=[O:12])[CH2:9][CH:10]=[CH2:11])=[C:4]([OH:13])[C:3]=1[CH3:14].[H-].[Na+].[C:17](Cl)(=O)[CH:18]=C.[C:22](=O)([O-])[O-].[K+].[K+], predict the reaction product. The product is: [Br:1][C:2]1[C:3]([CH3:14])=[C:4]2[C:5]([C:8](=[O:12])[C:9]([CH:17]=[CH2:18])=[C:10]([CH:11]=[CH2:22])[O:13]2)=[CH:6][CH:7]=1. (8) Given the reactants [Cl:1][C:2]1[CH:7]=[CH:6][C:5]([O:8]COC)=[CH:4][C:3]=1[C:12]1[N:17]=[C:16]([NH:18][CH:19]2[CH2:24][CH2:23][N:22](C(OC(C)(C)C)=O)[CH2:21][C:20]2([F:33])[F:32])[C:15]([CH3:34])=[C:14]([C:35]2[C:36]([CH3:41])=[N:37][O:38][C:39]=2[CH3:40])[N:13]=1.Cl, predict the reaction product. The product is: [ClH:1].[Cl:1][C:2]1[CH:7]=[CH:6][C:5]([OH:8])=[CH:4][C:3]=1[C:12]1[N:17]=[C:16]([NH:18][CH:19]2[CH2:24][CH2:23][NH:22][CH2:21][C:20]2([F:32])[F:33])[C:15]([CH3:34])=[C:14]([C:35]2[C:36]([CH3:41])=[N:37][O:38][C:39]=2[CH3:40])[N:13]=1. (9) Given the reactants [Cl:1][C:2]1[C:6]([Cl:7])=[C:5]([CH3:8])[NH:4][C:3]=1[C:9]([NH:11][C@H:12]1[CH2:17][CH2:16][N:15]([C:18]2[S:19][C:20]([C:36]([O:38]CC)=[O:37])=[C:21]([C:23]3[CH:28]=[N:27][C:26]([N:29]4[CH2:34][CH2:33][N:32]([CH3:35])[CH2:31][CH2:30]4)=[CH:25][N:24]=3)[N:22]=2)[CH2:14][C@H:13]1[O:41][CH3:42])=[O:10].[OH-].[Na+], predict the reaction product. The product is: [Cl:1][C:2]1[C:6]([Cl:7])=[C:5]([CH3:8])[NH:4][C:3]=1[C:9]([NH:11][C@H:12]1[CH2:17][CH2:16][N:15]([C:18]2[S:19][C:20]([C:36]([OH:38])=[O:37])=[C:21]([C:23]3[CH:28]=[N:27][C:26]([N:29]4[CH2:34][CH2:33][N:32]([CH3:35])[CH2:31][CH2:30]4)=[CH:25][N:24]=3)[N:22]=2)[CH2:14][C@H:13]1[O:41][CH3:42])=[O:10]. (10) Given the reactants C(N(CC)CC)C.[C:8](Cl)(=[O:16])[O:9][C:10]1[CH:15]=[CH:14][CH:13]=[CH:12][CH:11]=1.[F:18][C:19]1[CH:29]=[CH:28][C:22]([O:23][CH2:24][CH2:25][CH2:26][NH2:27])=[C:21]([N+:30]([O-:32])=[O:31])[CH:20]=1, predict the reaction product. The product is: [C:10]1([O:9][C:8](=[O:16])[NH:27][CH2:26][CH2:25][CH2:24][O:23][C:22]2[CH:28]=[CH:29][C:19]([F:18])=[CH:20][C:21]=2[N+:30]([O-:32])=[O:31])[CH:15]=[CH:14][CH:13]=[CH:12][CH:11]=1.